From a dataset of Catalyst prediction with 721,799 reactions and 888 catalyst types from USPTO. Predict which catalyst facilitates the given reaction. (1) The catalyst class is: 646. Reactant: [CH3:1][C:2]1([CH3:12])[C:7](=[O:8])[CH2:6][C:5](=[O:9])[C:4]([CH3:11])([CH3:10])[O:3]1.C(Cl)(Cl)Cl.C1(C)C=CC=CC=1.C([O-])(=O)C.C([O-])(=O)C.C([O-])(=O)C.[Br:36][C:37]1[CH:38]=[CH:39][C:40]([Cl:44])=[C:41]([Pb+3])[CH:42]=1. Product: [Br:36][C:37]1[CH:42]=[CH:41][C:40]([Cl:44])=[C:39]([CH:6]2[C:7](=[O:8])[C:2]([CH3:12])([CH3:1])[O:3][C:4]([CH3:11])([CH3:10])[C:5]2=[O:9])[CH:38]=1. (2) Reactant: [NH2:1][C:2]1[N:10]=[CH:9][N:8]=[C:7]2[C:3]=1[N:4]=[CH:5][N:6]2[C@H:11]1[C@@H:15]2[O:16][C:17]([CH3:20])([CH3:19])[O:18][C@@H:14]2[C@@H:13]([CH2:21][N:22]([CH3:27])[CH2:23][CH2:24][CH2:25][NH2:26])[O:12]1.[CH2:28]([C:30]1[CH:35]=[CH:34][CH:33]=[C:32]([N:36]=[C:37]=[O:38])[CH:31]=1)[CH3:29]. Product: [NH2:1][C:2]1[N:10]=[CH:9][N:8]=[C:7]2[C:3]=1[N:4]=[CH:5][N:6]2[C@H:11]1[C@@H:15]2[O:16][C:17]([CH3:19])([CH3:20])[O:18][C@@H:14]2[C@@H:13]([CH2:21][N:22]([CH3:27])[CH2:23][CH2:24][CH2:25][NH:26][C:37]([NH:36][C:32]2[CH:33]=[CH:34][CH:35]=[C:30]([CH2:28][CH3:29])[CH:31]=2)=[O:38])[O:12]1. The catalyst class is: 2. (3) Reactant: [CH:1]([N:4]1[C:8]([C:9]2[N:18]=[C:17]3[N:11]([CH2:12][CH2:13][O:14][C:15]4[CH:22]=[C:21]([OH:23])[CH:20]=[CH:19][C:16]=43)[CH:10]=2)=[N:7][C:6]([CH3:24])=[N:5]1)([CH3:3])[CH3:2].[F:25][C:26]1[CH:27]=[N:28][CH:29]=[CH:30][C:31]=1[CH:32](O)[CH3:33].C1C=CC(P(C2C=CC=CC=2)C2C=CC=CC=2)=CC=1.CC(OC(/N=N/C(OC(C)C)=O)=O)C. Product: [F:25][C:26]1[CH:27]=[N:28][CH:29]=[CH:30][C:31]=1[CH:32]([O:23][C:21]1[CH:20]=[CH:19][C:16]2[C:17]3[N:11]([CH:10]=[C:9]([C:8]4[N:4]([CH:1]([CH3:3])[CH3:2])[N:5]=[C:6]([CH3:24])[N:7]=4)[N:18]=3)[CH2:12][CH2:13][O:14][C:15]=2[CH:22]=1)[CH3:33]. The catalyst class is: 12. (4) Reactant: [C:1]1([C:7]2[C:11]3[CH2:12][NH:13][CH2:14][CH2:15][C:10]=3[NH:9][N:8]=2)[CH:6]=[CH:5][CH:4]=[CH:3][CH:2]=1.[OH:16][CH:17]([C:21]1[CH:26]=[CH:25][CH:24]=[CH:23][CH:22]=1)[C:18](O)=[O:19].CN(C(ON1N=NC2C=CC=NC1=2)=[N+](C)C)C.F[P-](F)(F)(F)(F)F.CCN(C(C)C)C(C)C. Product: [OH:16][CH:17]([C:21]1[CH:26]=[CH:25][CH:24]=[CH:23][CH:22]=1)[C:18]([N:13]1[CH2:14][CH2:15][C:10]2[NH:9][N:8]=[C:7]([C:1]3[CH:2]=[CH:3][CH:4]=[CH:5][CH:6]=3)[C:11]=2[CH2:12]1)=[O:19]. The catalyst class is: 34. (5) The catalyst class is: 1. Reactant: [CH2:1]([C@H:8]1[C@@H:13]([O:14][CH2:15][C:16]2[CH:21]=[C:20]([C:22]([F:25])([F:24])[F:23])[CH:19]=[C:18]([C:26]([F:29])([F:28])[F:27])[CH:17]=2)[CH2:12][CH2:11][NH:10][CH2:9]1)[C:2]1[CH:7]=[CH:6][CH:5]=[CH:4][CH:3]=1.[CH3:30][N:31]=[C:32]=[O:33]. Product: [CH2:1]([C@H:8]1[C@@H:13]([O:14][CH2:15][C:16]2[CH:17]=[C:18]([C:26]([F:29])([F:27])[F:28])[CH:19]=[C:20]([C:22]([F:23])([F:24])[F:25])[CH:21]=2)[CH2:12][CH2:11][N:10]([C:32]([NH:31][CH3:30])=[O:33])[CH2:9]1)[C:2]1[CH:7]=[CH:6][CH:5]=[CH:4][CH:3]=1. (6) Reactant: [NH2:1][C:2]1[N:3]=[C:4]([C:16]2[CH:21]=[CH:20][C:19]([CH3:22])=[CH:18][CH:17]=2)[C:5]([C:8]2[CH:15]=[CH:14][C:11]([C:12]#[N:13])=[CH:10][CH:9]=2)=[N:6][CH:7]=1.[Br:23]N1C(=O)CCC1=O. Product: [NH2:1][C:2]1[N:3]=[C:4]([C:16]2[CH:17]=[CH:18][C:19]([CH3:22])=[CH:20][CH:21]=2)[C:5]([C:8]2[CH:9]=[CH:10][C:11]([C:12]#[N:13])=[CH:14][CH:15]=2)=[N:6][C:7]=1[Br:23]. The catalyst class is: 595.